From a dataset of Catalyst prediction with 721,799 reactions and 888 catalyst types from USPTO. Predict which catalyst facilitates the given reaction. (1) Reactant: Br[C:2]1[N:10]2[C:5]([N:6]=[N:7][C:8]3[C:14]([O:15][CH3:16])=[CH:13][C:12]([C:17]([F:20])([F:19])[F:18])=[CH:11][C:9]=32)=[C:4]([CH3:21])[N:3]=1.[CH3:22][O:23][C:24]1[CH:25]=[C:26](B(O)O)[CH:27]=[N:28][CH:29]=1.C(=O)([O-])[O-].[Na+].[Na+]. Product: [CH3:16][O:15][C:14]1[C:8]2[N:7]=[N:6][C:5]3=[C:4]([CH3:21])[N:3]=[C:2]([C:25]4[CH:26]=[CH:27][N:28]=[CH:29][C:24]=4[O:23][CH3:22])[N:10]3[C:9]=2[CH:11]=[C:12]([C:17]([F:20])([F:19])[F:18])[CH:13]=1. The catalyst class is: 70. (2) Reactant: [CH2:1]([N:8]1[CH2:13][CH2:12][CH2:11][C:10]([C:15]2[CH:20]=[CH:19][C:18]([O:21][CH3:22])=[CH:17][CH:16]=2)(O)[CH2:9]1)[C:2]1[CH:7]=[CH:6][CH:5]=[CH:4][CH:3]=1.[C:23]1([O:29][CH3:30])[CH:28]=[CH:27][CH:26]=[CH:25][CH:24]=1.[Al+3].[Cl-].[Cl-].[Cl-].[NH4+].[OH-]. Product: [CH2:1]([N:8]1[CH2:13][CH2:12][CH2:11][C:10]([C:26]2[CH:27]=[CH:28][C:23]([O:29][CH3:30])=[CH:24][CH:25]=2)([C:15]2[CH:20]=[CH:19][C:18]([O:21][CH3:22])=[CH:17][CH:16]=2)[CH2:9]1)[C:2]1[CH:7]=[CH:6][CH:5]=[CH:4][CH:3]=1. The catalyst class is: 2. (3) Reactant: [CH3:1][O:2][C:3](=[O:9])[CH:4]([CH:6]1[CH2:8][CH2:7]1)[OH:5].[Si:10](Cl)([C:13]([CH3:16])([CH3:15])[CH3:14])([CH3:12])[CH3:11].N1C=CN=C1. Product: [CH3:1][O:2][C:3](=[O:9])[CH:4]([O:5][Si:10]([C:13]([CH3:16])([CH3:15])[CH3:14])([CH3:12])[CH3:11])[CH:6]1[CH2:8][CH2:7]1. The catalyst class is: 2. (4) Reactant: FC(F)(F)S(O[C:7]1[CH:15]=[C:14]2[C:10]([C:11]([CH3:35])([CH3:34])[CH2:12][C:13]32[C:23]2[C:18](=[CH:19][CH:20]=[C:21](OS(C(F)(F)F)(=O)=O)[CH:22]=2)[C:17]([CH3:33])([CH3:32])[CH2:16]3)=[CH:9][CH:8]=1)(=O)=O.[C:38]([C:41]1[CH:46]=[CH:45][C:44](B(O)O)=[CH:43][CH:42]=1)(=[O:40])[CH3:39].C(=O)([O-])[O-].[Na+].[Na+].[C:56]1(C)[CH:61]=[CH:60][CH:59]=[CH:58][CH:57]=1.[CH2:63]([OH:65])[CH3:64]. Product: [C:63]([C:56]1[CH:61]=[CH:60][C:59]([C:21]2[CH:22]=[C:23]3[C:18]([C:17]([CH3:33])([CH3:32])[CH2:16][C:13]43[C:14]3[C:10](=[CH:9][CH:8]=[C:7]([C:44]5[CH:45]=[CH:46][C:41]([C:38](=[O:40])[CH3:39])=[CH:42][CH:43]=5)[CH:15]=3)[C:11]([CH3:34])([CH3:35])[CH2:12]4)=[CH:19][CH:20]=2)=[CH:58][CH:57]=1)(=[O:65])[CH3:64]. The catalyst class is: 73.